From a dataset of Ames mutagenicity test results for genotoxicity prediction. Regression/Classification. Given a drug SMILES string, predict its toxicity properties. Task type varies by dataset: regression for continuous values (e.g., LD50, hERG inhibition percentage) or binary classification for toxic/non-toxic outcomes (e.g., AMES mutagenicity, cardiotoxicity, hepatotoxicity). Dataset: ames. The molecule is ONc1[nH]cnc2ncnc1-2. The result is 1 (mutagenic).